This data is from Peptide-MHC class II binding affinity with 134,281 pairs from IEDB. The task is: Regression. Given a peptide amino acid sequence and an MHC pseudo amino acid sequence, predict their binding affinity value. This is MHC class II binding data. (1) The MHC is DRB1_0401 with pseudo-sequence DRB1_0401. The binding affinity (normalized) is 0.411. The peptide sequence is SQDLELSWNLNRLQAY. (2) The peptide sequence is LRNPGYALVAAVIGWML. The MHC is DRB1_0401 with pseudo-sequence DRB1_0401. The binding affinity (normalized) is 0.284. (3) The peptide sequence is GINTIPIAINEAEYV. The MHC is DRB5_0101 with pseudo-sequence DRB5_0101. The binding affinity (normalized) is 0.153. (4) The binding affinity (normalized) is 0.398. The MHC is HLA-DPA10201-DPB10101 with pseudo-sequence HLA-DPA10201-DPB10101. The peptide sequence is QAAVVRFQEAANKQK. (5) The peptide sequence is LNKIVRMYSPVSILDI. The MHC is DRB5_0101 with pseudo-sequence DRB5_0101. The binding affinity (normalized) is 0.707. (6) The peptide sequence is AAATATATAAVGAAT. The MHC is HLA-DQA10104-DQB10503 with pseudo-sequence HLA-DQA10104-DQB10503. The binding affinity (normalized) is 0.400. (7) The peptide sequence is GRWDGEEEVQLIAAV. The MHC is DRB1_0901 with pseudo-sequence DRB1_0901. The binding affinity (normalized) is 0.341. (8) The peptide sequence is LDSQLNRLKSLTDDLQR. The MHC is DRB1_1302 with pseudo-sequence DRB1_1302. The binding affinity (normalized) is 0.153. (9) The peptide sequence is TVAAAPQVKYAVFEA. The binding affinity (normalized) is 0. The MHC is HLA-DQA10101-DQB10501 with pseudo-sequence HLA-DQA10101-DQB10501.